From a dataset of Forward reaction prediction with 1.9M reactions from USPTO patents (1976-2016). Predict the product of the given reaction. (1) Given the reactants [CH3:1][O:2][C:3]([CH:5]1[CH2:10][CH2:9][N:8]([C:11]2[C:16]([N+:17]([O-])=O)=[CH:15][C:14]([Cl:20])=[CH:13][N:12]=2)[CH2:7][CH2:6]1)=[O:4].C(OCC)(=O)C, predict the reaction product. The product is: [CH3:1][O:2][C:3]([CH:5]1[CH2:10][CH2:9][N:8]([C:11]2[C:16]([NH2:17])=[CH:15][C:14]([Cl:20])=[CH:13][N:12]=2)[CH2:7][CH2:6]1)=[O:4]. (2) Given the reactants [CH3:1][O:2][C:3](=[O:17])[C:4]1[CH:9]=[CH:8][C:7]([CH2:10][N:11](C=O)[CH:12]=[O:13])=[N:6][C:5]=1[Cl:16].O.C(O)=O, predict the reaction product. The product is: [CH3:1][O:2][C:3](=[O:17])[C:4]1[CH:9]=[CH:8][C:7]([CH2:10][NH:11][CH:12]=[O:13])=[N:6][C:5]=1[Cl:16]. (3) Given the reactants [CH2:1]([C:5]1[N:6]=[C:7]([CH2:27][O:28][CH3:29])[NH:8][C:9](=[O:26])[C:10]=1[CH2:11][C:12]1[CH:17]=[CH:16][C:15]([C:18]2[C:19]([C:24]#[N:25])=[CH:20][CH:21]=[CH:22][CH:23]=2)=[CH:14][CH:13]=1)[CH2:2][CH2:3][CH3:4].[CH2:30](Br)[C:31]1[CH:36]=[CH:35][CH:34]=[CH:33][CH:32]=1.C(=O)([O-])[O-].[Cs+].[Cs+], predict the reaction product. The product is: [CH2:30]([N:8]1[C:9](=[O:26])[C:10]([CH2:11][C:12]2[CH:17]=[CH:16][C:15]([C:18]3[C:19]([C:24]#[N:25])=[CH:20][CH:21]=[CH:22][CH:23]=3)=[CH:14][CH:13]=2)=[C:5]([CH2:1][CH2:2][CH2:3][CH3:4])[N:6]=[C:7]1[CH2:27][O:28][CH3:29])[C:31]1[CH:36]=[CH:35][CH:34]=[CH:33][CH:32]=1. (4) The product is: [Si:28]([O:1][CH2:2][C:3]1[C:8]2[CH:9]([OH:16])[CH2:10][CH2:11][C:12]([CH3:14])([CH3:15])[CH2:13][C:7]=2[CH:6]=[CH:5][CH:4]=1)([C:24]([CH3:27])([CH3:26])[CH3:25])([CH3:31])[CH3:30]. Given the reactants [OH:1][CH2:2][C:3]1[C:8]2[CH:9]([OH:16])[CH2:10][CH2:11][C:12]([CH3:15])([CH3:14])[CH2:13][C:7]=2[CH:6]=[CH:5][CH:4]=1.C(N(CC)CC)C.[C:24]([Si:28]([CH3:31])([CH3:30])Cl)([CH3:27])([CH3:26])[CH3:25].O, predict the reaction product. (5) Given the reactants [O:1]1[CH:5]=[CH:4][C:3]([CH2:6][N:7]2[C:11]3=[CH:12][N:13]=[CH:14][CH:15]=[C:10]3[C:9]([CH:16]3[CH2:21][CH2:20][NH:19][CH2:18][CH2:17]3)=[CH:8]2)=[CH:2]1.[CH3:22][O:23][C:24](=[O:37])[C:25]1[CH:30]=[CH:29][C:28]([O:31][CH3:32])=[CH:27][C:26]=1[O:33][CH2:34][CH2:35]Cl, predict the reaction product. The product is: [CH3:22][O:23][C:24](=[O:37])[C:25]1[CH:30]=[CH:29][C:28]([O:31][CH3:32])=[CH:27][C:26]=1[O:33][CH2:34][CH2:35][N:19]1[CH2:18][CH2:17][CH:16]([C:9]2[C:10]3[C:11](=[CH:12][N:13]=[CH:14][CH:15]=3)[N:7]([CH2:6][C:3]3[CH:4]=[CH:5][O:1][CH:2]=3)[CH:8]=2)[CH2:21][CH2:20]1. (6) Given the reactants C([O:8][C:9]1[C:14]([CH2:15][N:16]2[CH2:25][CH2:24][C:23]3[C:18](=[C:19]([Cl:35])[C:20]([CH:27]([N:29]4[CH2:34][CH2:33][O:32][CH2:31][CH2:30]4)[CH3:28])=[CH:21][C:22]=3[Cl:26])[C:17]2=[O:36])=[C:13]([CH3:37])[CH:12]=[C:11]([CH3:38])[N:10]=1)C1C=CC=CC=1, predict the reaction product. The product is: [Cl:26][C:22]1[CH:21]=[C:20]([CH:27]([N:29]2[CH2:34][CH2:33][O:32][CH2:31][CH2:30]2)[CH3:28])[C:19]([Cl:35])=[C:18]2[C:23]=1[CH2:24][CH2:25][N:16]([CH2:15][C:14]1[C:9](=[O:8])[NH:10][C:11]([CH3:38])=[CH:12][C:13]=1[CH3:37])[C:17]2=[O:36].